This data is from Reaction yield outcomes from USPTO patents with 853,638 reactions. The task is: Predict the reaction yield, written as a fraction of the theoretical maximum amount of product (1.0 means a 100% yield; for example, 0.34 means a 34% yield). (1) The yield is 0.990. The product is [F:1][C:2]1[CH:3]=[C:4]([CH:7]=[CH:8][C:9]=1[O:10][C:11]1[CH:16]=[CH:15][C:14]([CH:17]=[O:18])=[CH:13][CH:12]=1)[C:5]([NH2:6])=[O:22]. The catalyst is CS(C)=O. The reactants are [F:1][C:2]1[CH:3]=[C:4]([CH:7]=[CH:8][C:9]=1[O:10][C:11]1[CH:16]=[CH:15][C:14]([CH:17]=[O:18])=[CH:13][CH:12]=1)[C:5]#[N:6].OO.C(=O)([O-])[O-:22].[K+].[K+]. (2) The reactants are Cl[C:2]1[CH:7]=[C:6]([O:8][C:9]2[CH:10]=[CH:11][C:12]([NH:16][C:17](=[O:19])[CH3:18])=[N:13][C:14]=2[CH3:15])[CH:5]=[CH:4][N:3]=1.[CH3:20][CH2:21]OC(C)=O. The catalyst is CN(C=O)C.[Cu]I.Cl[Pd](Cl)([P](C1C=CC=CC=1)(C1C=CC=CC=1)C1C=CC=CC=1)[P](C1C=CC=CC=1)(C1C=CC=CC=1)C1C=CC=CC=1. The product is [C:20]([C:2]1[CH:7]=[C:6]([O:8][C:9]2[CH:10]=[CH:11][C:12]([NH:16][C:17](=[O:19])[CH3:18])=[N:13][C:14]=2[CH3:15])[CH:5]=[CH:4][N:3]=1)#[CH:21]. The yield is 0.300. (3) The reactants are [CH3:1][C:2]1[CH:7]=[C:6]([CH3:8])[NH:5][C:4](=[O:9])[C:3]=1[CH2:10][NH:11][C:12](=[O:36])[C:13]1[CH:18]=[C:17]([C:19]2[CH:20]=[N:21][C:22]([CH:25]=O)=[CH:23][CH:24]=2)[CH:16]=[C:15]([N:27]([CH3:34])[CH:28]2[CH2:33][CH2:32][O:31][CH2:30][CH2:29]2)[C:14]=1[CH3:35].[CH3:37][NH:38][CH3:39].C(O)(=O)C.C([BH3-])#N.[Na+]. The catalyst is CO. The product is [CH3:1][C:2]1[CH:7]=[C:6]([CH3:8])[NH:5][C:4](=[O:9])[C:3]=1[CH2:10][NH:11][C:12](=[O:36])[C:13]1[CH:18]=[C:17]([C:19]2[CH:20]=[N:21][C:22]([CH2:25][N:38]([CH3:39])[CH3:37])=[CH:23][CH:24]=2)[CH:16]=[C:15]([N:27]([CH3:34])[CH:28]2[CH2:29][CH2:30][O:31][CH2:32][CH2:33]2)[C:14]=1[CH3:35]. The yield is 0.260. (4) The reactants are [Cl:1][C:2]1[N:11]=[C:10](Cl)[C:9]2[C:4](=[CH:5][C:6]([O:15][CH3:16])=[C:7]([O:13][CH3:14])[CH:8]=2)[N:3]=1.[CH2:17]([N:24]1[CH2:29][CH2:28][CH:27]([NH:30][CH3:31])[CH2:26][CH2:25]1)[C:18]1[CH:23]=[CH:22][CH:21]=[CH:20][CH:19]=1.CCN(CC)CC. The catalyst is C1COCC1. The product is [CH2:17]([N:24]1[CH2:29][CH2:28][CH:27]([N:30]([CH3:31])[C:10]2[C:9]3[C:4](=[CH:5][C:6]([O:15][CH3:16])=[C:7]([O:13][CH3:14])[CH:8]=3)[N:3]=[C:2]([Cl:1])[N:11]=2)[CH2:26][CH2:25]1)[C:18]1[CH:19]=[CH:20][CH:21]=[CH:22][CH:23]=1. The yield is 0.470. (5) The product is [NH2:6][C:9]1[CH:18]=[CH:17][CH:16]=[C:15]2[C:10]=1[CH:11]=[CH:12][O:13][C:14]2=[O:19]. The reactants are O.O.[Sn](Cl)Cl.[N+:6]([C:9]1[CH:18]=[CH:17][CH:16]=[C:15]2[C:10]=1[CH:11]=[CH:12][O:13][C:14]2=[O:19])([O-])=O.C(=O)(O)[O-].[Na+].O. The catalyst is C1COCC1.CCOC(C)=O. The yield is 0.970. (6) The reactants are [C:1]([O:4][C@@H:5]1[C@@H:10]([O:11][C:12](=[O:14])[CH3:13])[C@H:9]([O:15][C:16](=[O:18])[CH3:17])[C@@H:8]([O:19]/[C:20](/[C:29]([O:31][CH2:32][CH3:33])=[O:30])=[CH:21]\[C:22]2[CH:27]=[CH:26][CH:25]=[CH:24][C:23]=2F)[O:7][C@H:6]1[CH2:34][O:35][C:36](=[O:38])[CH3:37])(=[O:3])[CH3:2].[CH3:39][O:40]C1C=C(CC(=O)C(OCC)=O)C=CC=1.[H-].[Na+].[Br-].C(O[C@@H]1[C@@H](OC(=O)C)[C@@H](OC(=O)C)[C@@H](COC(=O)C)O[C@@H]1O)(=O)C. No catalyst specified. The product is [C:1]([O:4][C@H:5]1[C@@H:10]([O:11][C:12](=[O:14])[CH3:13])[C@H:9]([O:15][C:16](=[O:18])[CH3:17])[C@@H:8]([O:19]/[C:20](/[C:29]([O:31][CH2:32][CH3:33])=[O:30])=[CH:21]\[C:22]2[CH:27]=[CH:26][CH:25]=[C:24]([O:40][CH3:39])[CH:23]=2)[O:7][C@H:6]1[CH2:34][O:35][C:36](=[O:38])[CH3:37])(=[O:3])[CH3:2]. The yield is 0.620. (7) The catalyst is C1COCC1.CCOC(C)=O. The reactants are [NH2:1][C:2]1[CH:7]=[CH:6][C:5]([N+:8]([O-:10])=[O:9])=[CH:4][N:3]=1.C[Si]([N-][Si](C)(C)C)(C)C.[Na+].[CH3:21][C:22]([O:25][C:26](O[C:26]([O:25][C:22]([CH3:24])([CH3:23])[CH3:21])=[O:27])=[O:27])([CH3:24])[CH3:23]. The yield is 0.700. The product is [C:22]([O:25][C:26]([NH:1][C:2]1[CH:7]=[CH:6][C:5]([N+:8]([O-:10])=[O:9])=[CH:4][N:3]=1)=[O:27])([CH3:24])([CH3:23])[CH3:21].